This data is from Full USPTO retrosynthesis dataset with 1.9M reactions from patents (1976-2016). The task is: Predict the reactants needed to synthesize the given product. (1) Given the product [C:18]([O:17][C:15](=[O:16])[CH:14]([N:13]1[CH:7]([NH:13][CH:14]([C:15]([O:17][C:18]([CH3:19])([CH3:21])[CH3:20])=[O:16])[CH2:22][CH3:23])[CH2:6][C:5]2[C:10](=[CH:11][C:2]([Cl:1])=[CH:3][CH:4]=2)[C:9]1=[O:12])[CH2:22][CH3:23])([CH3:19])([CH3:21])[CH3:20], predict the reactants needed to synthesize it. The reactants are: [Cl:1][C:2]1[CH:11]=[C:10]2[C:5]([CH:6]=[CH:7]O[C:9]2=[O:12])=[CH:4][CH:3]=1.[NH2:13][C@@H:14]([CH2:22][CH3:23])[C:15]([O:17][C:18]([CH3:21])([CH3:20])[CH3:19])=[O:16]. (2) Given the product [CH3:20][O:19][C:17](=[O:18])[NH:5][C:4]1[CH:6]=[C:7]([I:9])[CH:8]=[C:2]([Br:1])[CH:3]=1, predict the reactants needed to synthesize it. The reactants are: [Br:1][C:2]1[CH:3]=[C:4]([CH:6]=[C:7]([I:9])[CH:8]=1)[NH2:5].N1C=CC=CC=1.Cl[C:17]([O:19][CH3:20])=[O:18]. (3) Given the product [O:4]1[CH2:5][CH2:6][N:1]([CH2:8][CH2:9][CH2:10][CH2:11][CH2:12][C@H:13]2[CH2:30][C@@:28]3([CH3:29])[C@@H:24]([CH2:25][CH2:26][C@@H:27]3[OH:31])[C@@:23]3([CH:32]=[CH2:33])[C@H:14]2[C:15]2[CH:16]=[CH:17][C:18]([OH:34])=[CH:19][C:20]=2[CH2:21][CH2:22]3)[CH2:2][CH2:3]1, predict the reactants needed to synthesize it. The reactants are: [NH:1]1[CH2:6][CH2:5][O:4][CH2:3][CH2:2]1.Br[CH2:8][CH2:9][CH2:10][CH2:11][CH2:12][C@H:13]1[CH2:30][C@@:28]2([CH3:29])[C@@H:24]([CH2:25][CH2:26][C@@H:27]2[OH:31])[C@@:23]2([CH:32]=[CH2:33])[C@H:14]1[C:15]1[CH:16]=[CH:17][C:18]([OH:34])=[CH:19][C:20]=1[CH2:21][CH2:22]2. (4) Given the product [C:7]1([CH:15]=[CH:16][C:17]2[CH:22]=[CH:21][C:20]([OH:23])=[CH:19][CH:18]=2)[CH:8]=[C:9]([OH:11])[CH:10]=[C:5]([OH:4])[CH:6]=1, predict the reactants needed to synthesize it. The reactants are: C([O:4][C:5]1[CH:6]=[C:7](/[CH:15]=[CH:16]/[C:17]2[CH:22]=[CH:21][C:20]([O:23]C(=O)C)=[CH:19][CH:18]=2)[CH:8]=[C:9]([O:11]C(=O)C)[CH:10]=1)(=O)C.[OH-].[K+].Cl.C(OCC)(=O)C. (5) Given the product [Cl:1][C:2]1[CH:21]=[CH:20][C:5]2[C:6]([NH:9][C:10]3[CH:15]=[CH:14][CH:13]=[C:12]([C:16]([F:18])([F:17])[F:19])[CH:11]=3)=[N:7][O:8][C:4]=2[C:3]=1[C:22]([OH:24])=[O:23], predict the reactants needed to synthesize it. The reactants are: [Cl:1][C:2]1[CH:21]=[CH:20][C:5]2[C:6]([NH:9][C:10]3[CH:15]=[CH:14][CH:13]=[C:12]([C:16]([F:19])([F:18])[F:17])[CH:11]=3)=[N:7][O:8][C:4]=2[C:3]=1[C:22]([O:24]C)=[O:23].[Li+].[OH-]. (6) Given the product [OH:2][C:28]1[CH:27]=[N:26][C:25]([C:21]2[CH:20]=[C:19]([CH:24]=[CH:23][CH:22]=2)[CH2:18][N:16]2[C:15](=[O:40])[CH:14]=[CH:13][C:12]([C:10]3[CH:9]=[N:8][N:7]([CH3:6])[CH:11]=3)=[N:17]2)=[N:30][CH:29]=1, predict the reactants needed to synthesize it. The reactants are: B(O[O-])=[O:2].[Na+].[CH3:6][N:7]1[CH:11]=[C:10]([C:12]2[CH:13]=[CH:14][C:15](=[O:40])[N:16]([CH2:18][C:19]3[CH:24]=[CH:23][CH:22]=[C:21]([C:25]4[N:30]=[CH:29][C:28](B5OC(C)(C)C(C)(C)O5)=[CH:27][N:26]=4)[CH:20]=3)[N:17]=2)[CH:9]=[N:8]1. (7) Given the product [CH2:1]([OH:34])[C@H:2]1[O:7][C@H:6]([O:8][CH2:9][C@H:10]2[O:15][C@H:14]([O:16][C@:17]3([CH2:26][OH:27])[O:21][C@H:20]([CH2:22][OH:23])[C@@H:19]([OH:24])[C@@H:18]3[OH:25])[C@H:13]([OH:28])[C@@H:12]([OH:29])[C@@H:11]2[OH:30])[C@H:5]([OH:31])[C@@H:4]([OH:32])[C@H:3]1[OH:33].[NH2:35][C@H:36]([C:41]([OH:43])=[O:42])[CH2:37][CH:38]([CH3:40])[CH3:39], predict the reactants needed to synthesize it. The reactants are: [CH2:1]([OH:34])[C@H:2]1[O:7][C@H:6]([O:8][CH2:9][C@H:10]2[O:15][C@H:14]([O:16][C@:17]3([CH2:26][OH:27])[O:21][C@H:20]([CH2:22][OH:23])[C@@H:19]([OH:24])[C@@H:18]3[OH:25])[C@H:13]([OH:28])[C@@H:12]([OH:29])[C@@H:11]2[OH:30])[C@H:5]([OH:31])[C@@H:4]([OH:32])[C@H:3]1[OH:33].[NH2:35][C@H:36]([C:41]([OH:43])=[O:42])[CH2:37][CH:38]([CH3:40])[CH3:39].